Dataset: hERG Central: cardiac toxicity at 1µM, 10µM, and general inhibition. Task: Predict hERG channel inhibition at various concentrations. The compound is CCN1CCN(C(=O)c2ccccc2N(Cc2ccccc2)S(=O)(=O)c2ccc(C)cc2)CC1. Results: hERG_inhib (hERG inhibition (general)): blocker.